This data is from Reaction yield outcomes from USPTO patents with 853,638 reactions. The task is: Predict the reaction yield, written as a fraction of the theoretical maximum amount of product (1.0 means a 100% yield; for example, 0.34 means a 34% yield). (1) The reactants are [C@@H:1]([N:5]1[C:13]2[CH:12]=[C:11](Cl)[N:10]=[CH:9][C:8]=2[C:7]([N:15]2[CH2:21][C:17]3([CH2:20][O:19][CH2:18]3)[CH2:16]2)=[N:6]1)([CH2:3][CH3:4])[CH3:2].[NH2:22][C:23]1[CH:28]=[CH:27][N:26]=[C:25]([N:29]2[CH2:34][CH2:33][C@:32]([CH3:36])([OH:35])[C@H:31]([F:37])[CH2:30]2)[N:24]=1. No catalyst specified. The product is [C@@H:1]([N:5]1[C:13]2[CH:12]=[C:11]([NH:22][C:23]3[CH:28]=[CH:27][N:26]=[C:25]([N:29]4[CH2:34][CH2:33][C@:32]([CH3:36])([OH:35])[C@H:31]([F:37])[CH2:30]4)[N:24]=3)[N:10]=[CH:9][C:8]=2[C:7]([N:15]2[CH2:21][C:17]3([CH2:20][O:19][CH2:18]3)[CH2:16]2)=[N:6]1)([CH2:3][CH3:4])[CH3:2]. The yield is 0.120. (2) The reactants are [SH:1][C:2]1[N:10]=[CH:9][CH:8]=[CH:7][C:3]=1[C:4]([OH:6])=O.C(N1C=CN=C1)(N1C=CN=C1)=O.O.[NH2:24][C:25]1[CH:30]=[C:29]([CH3:31])[CH:28]=[C:27]([CH3:32])[CH:26]=1. The catalyst is CN(C)C=O. The product is [CH3:32][C:27]1[CH:26]=[C:25]([NH:24][C:4]([C:3]2[C:2](=[S:1])[NH:10][CH:9]=[CH:8][CH:7]=2)=[O:6])[CH:30]=[C:29]([CH3:31])[CH:28]=1. The yield is 0.890. (3) The reactants are [Br:1][C:2]1[CH:15]=[CH:14][C:5]2[N:6]=[C:7]([CH:9]3[CH2:12][C:11](=[CH2:13])[CH2:10]3)[S:8][C:4]=2[CH:3]=1.B.C1C[O:20]CC1.OO.[OH-].[Na+]. The catalyst is C1COCC1. The product is [Br:1][C:2]1[CH:15]=[CH:14][C:5]2[N:6]=[C:7]([CH:9]3[CH2:10][CH:11]([CH2:13][OH:20])[CH2:12]3)[S:8][C:4]=2[CH:3]=1. The yield is 0.421. (4) The reactants are [F:1][C:2]1[C:3]([OH:11])=[C:4]([CH:8]=[CH:9][CH:10]=1)[C:5]([NH2:7])=O.[C:12]([CH:15]([CH2:28][CH:29]([CH3:31])[CH3:30])[C:16]([NH:18][C:19]1[CH:24]=[CH:23][C:22]([CH:25]([CH3:27])[CH3:26])=[CH:21][CH:20]=1)=[O:17])(=O)[CH3:13].[C:32]1(C)C(C)=CC=CC=1. No catalyst specified. The product is [F:1][C:2]1[C:3]([O:11][CH3:32])=[C:4]([C:5]2[N:18]([C:19]3[CH:24]=[CH:23][C:22]([CH:25]([CH3:27])[CH3:26])=[CH:21][CH:20]=3)[C:16](=[O:17])[C:15]([CH2:28][CH:29]([CH3:31])[CH3:30])=[C:12]([CH3:13])[N:7]=2)[CH:8]=[CH:9][CH:10]=1. The yield is 0.180. (5) The reactants are [CH3:1][CH2:2][O:3][C:4]([C:6]1[N:15](C(OC(C)(C)C)=O)[C:9]2=[N:10][CH:11]=[C:12]([OH:14])[CH:13]=[C:8]2[CH:7]=1)=[O:5].C(=O)([O-])[O-].[K+].[K+].Br[CH2:30][CH2:31][CH2:32][Cl:33].[Cl-].[NH4+]. The catalyst is CC(=O)CC. The product is [CH2:2]([O:3][C:4]([C:6]1[NH:15][C:9]2=[N:10][CH:11]=[C:12]([O:14][CH2:30][CH2:31][CH2:32][Cl:33])[CH:13]=[C:8]2[CH:7]=1)=[O:5])[CH3:1]. The yield is 0.320. (6) The reactants are Br[C:2]1[CH:10]=[C:9]([NH2:11])[C:8]([O:12][CH3:13])=[C:7]2[C:3]=1[C:4]1[CH:17]=[C:16]([CH3:18])[CH:15]=[N:14][C:5]=1[NH:6]2.[CH2:19]([S:21]([C:24]1[CH:25]=[C:26](B(O)O)[CH:27]=[CH:28][CH:29]=1)(=[O:23])=[O:22])[CH3:20].O1CCOCC1.C([O-])([O-])=O.[K+].[K+]. The catalyst is CCOC(C)=O.C1C=CC([P]([Pd]([P](C2C=CC=CC=2)(C2C=CC=CC=2)C2C=CC=CC=2)([P](C2C=CC=CC=2)(C2C=CC=CC=2)C2C=CC=CC=2)[P](C2C=CC=CC=2)(C2C=CC=CC=2)C2C=CC=CC=2)(C2C=CC=CC=2)C2C=CC=CC=2)=CC=1. The product is [CH2:19]([S:21]([C:24]1[CH:29]=[C:28]([C:2]2[CH:10]=[C:9]([NH2:11])[C:8]([O:12][CH3:13])=[C:7]3[C:3]=2[C:4]2[CH:17]=[C:16]([CH3:18])[CH:15]=[N:14][C:5]=2[NH:6]3)[CH:27]=[CH:26][CH:25]=1)(=[O:22])=[O:23])[CH3:20]. The yield is 0.820. (7) The reactants are [CH2:1]([N:5]1[C:17]2[CH2:16][CH2:15][CH2:14][CH2:13][C:12]=2[C:11]2[C:6]1=[CH:7][CH:8]=[C:9]([N+:18]([O-])=O)[CH:10]=2)[CH:2]([CH3:4])[CH3:3].CO.[H][H]. The catalyst is [Pd].C(OCC)(=O)C. The product is [CH2:1]([N:5]1[C:17]2[CH2:16][CH2:15][CH2:14][CH2:13][C:12]=2[C:11]2[C:6]1=[CH:7][CH:8]=[C:9]([NH2:18])[CH:10]=2)[CH:2]([CH3:4])[CH3:3]. The yield is 0.920. (8) The reactants are [C:1]([C:3]1[C:4]([C:21]2[CH:26]=[CH:25][C:24]([Cl:27])=[CH:23][C:22]=2[Cl:28])=[C:5]([C:16]([O:18]CC)=[O:17])[S:6][C:7]=1[N:8]1[CH2:13][CH2:12][O:11][CH:10]([CH2:14][F:15])[CH2:9]1)#[N:2].[OH-].[Na+].CCO.O. No catalyst specified. The product is [C:1]([C:3]1[C:4]([C:21]2[CH:26]=[CH:25][C:24]([Cl:27])=[CH:23][C:22]=2[Cl:28])=[C:5]([C:16]([OH:18])=[O:17])[S:6][C:7]=1[N:8]1[CH2:13][CH2:12][O:11][CH:10]([CH2:14][F:15])[CH2:9]1)#[N:2]. The yield is 0.990. (9) The reactants are [NH2:1][C:2]1[CH:7]=[CH:6][C:5]([C:8]([CH3:11])([CH3:10])[CH3:9])=[CH:4][C:3]=1[C:12]1[CH:17]=[CH:16][CH:15]=[C:14]([C:18]([CH3:21])([CH3:20])[CH3:19])[CH:13]=1.[CH:22](O)=[O:23]. The catalyst is O. The product is [CH:22]([NH:1][C:2]1[CH:7]=[CH:6][C:5]([C:8]([CH3:9])([CH3:10])[CH3:11])=[CH:4][C:3]=1[C:12]1[CH:17]=[CH:16][CH:15]=[C:14]([C:18]([CH3:21])([CH3:20])[CH3:19])[CH:13]=1)=[O:23]. The yield is 0.820.